Dataset: Reaction yield outcomes from USPTO patents with 853,638 reactions. Task: Predict the reaction yield, written as a fraction of the theoretical maximum amount of product (1.0 means a 100% yield; for example, 0.34 means a 34% yield). (1) The reactants are [NH2:1][C:2]1[CH:33]=[CH:32][C:5]([C:6]([NH:8][C@H:9]2[CH2:14][CH2:13][CH2:12][C@@H:11]([NH:15][C:16]3[N:21]=[C:20]([C:22]4[C:30]5[C:25](=[CH:26][CH:27]=[CH:28][CH:29]=5)[NH:24][CH:23]=4)[C:19]([Cl:31])=[CH:18][N:17]=3)[CH2:10]2)=[O:7])=[CH:4][CH:3]=1.CCN(C(C)C)C(C)C.[CH3:43][C:44]([CH3:49])=[CH:45][C:46](Cl)=[O:47]. The catalyst is C1COCC1.CN1C(=O)CCC1. The product is [Cl:31][C:19]1[C:20]([C:22]2[C:30]3[C:25](=[CH:26][CH:27]=[CH:28][CH:29]=3)[NH:24][CH:23]=2)=[N:21][C:16]([NH:15][C@@H:11]2[CH2:12][CH2:13][CH2:14][C@H:9]([NH:8][C:6](=[O:7])[C:5]3[CH:32]=[CH:33][C:2]([NH:1][C:46](=[O:47])[CH:45]=[C:44]([CH3:49])[CH3:43])=[CH:3][CH:4]=3)[CH2:10]2)=[N:17][CH:18]=1. The yield is 0.440. (2) The reactants are [NH2:1][C:2]1[CH:3]=[C:4]([C:14]([CH3:17])([CH3:16])[CH3:15])[N:5](C(OC(C)(C)C)=O)[N:6]=1.[Cl:18][C:19]1[CH:20]=[C:21]([N:26]=[C:27]=[O:28])[CH:22]=[CH:23][C:24]=1[Cl:25]. The catalyst is C1(C)C=CC=CC=1. The product is [C:14]([C:4]1[CH:3]=[C:2]([NH:1][C:27]([NH:26][C:21]2[CH:22]=[CH:23][C:24]([Cl:25])=[C:19]([Cl:18])[CH:20]=2)=[O:28])[NH:6][N:5]=1)([CH3:15])([CH3:16])[CH3:17]. The yield is 0.480. (3) The reactants are [Cl:1][C:2]1[C:3]([NH:12][C:13]2[C:18]([Cl:19])=[CH:17][N:16]=[C:15](Cl)[N:14]=2)=[C:4]([CH:9]=[CH:10][CH:11]=1)[C:5]([NH:7][CH3:8])=[O:6].[NH2:21][C:22]1[CH:37]=[CH:36][C:25]2[N:26]([CH2:34][CH3:35])[C:27](=[O:33])[CH2:28][CH2:29][C:30]([CH3:32])([CH3:31])[C:24]=2[CH:23]=1.CC1(C)[C@]2(CS(O)(=O)=O)C(C[C@H]1CC2)=O. The catalyst is COCCO. The product is [Cl:1][C:2]1[C:3]([NH:12][C:13]2[C:18]([Cl:19])=[CH:17][N:16]=[C:15]([NH:21][C:22]3[CH:37]=[CH:36][C:25]4[N:26]([CH2:34][CH3:35])[C:27](=[O:33])[CH2:28][CH2:29][C:30]([CH3:31])([CH3:32])[C:24]=4[CH:23]=3)[N:14]=2)=[C:4]([CH:9]=[CH:10][CH:11]=1)[C:5]([NH:7][CH3:8])=[O:6]. The yield is 0.100. (4) The reactants are C[O:2][C:3](=[O:19])[CH:4]([C:9]1[C:14]([F:15])=[CH:13][CH:12]=[CH:11][C:10]=1[N+:16]([O-:18])=[O:17])C(OC)=O.Cl. The catalyst is O. The product is [F:15][C:14]1[C:9]([CH2:4][C:3]([OH:19])=[O:2])=[C:10]([N+:16]([O-:18])=[O:17])[CH:11]=[CH:12][CH:13]=1. The yield is 0.540.